From a dataset of Catalyst prediction with 721,799 reactions and 888 catalyst types from USPTO. Predict which catalyst facilitates the given reaction. (1) Reactant: Cl.[Si]([O:9][C@H:10]1[C:19](=[O:20])[C:18]2[CH:17]=[CH:16][N:15]3[CH:21]=[C:22]([CH3:24])[N:23]=[C:14]3[C:13]=2[NH:12][C@@H:11]1[C:25]1[CH:30]=[CH:29][CH:28]=[CH:27][CH:26]=1)(C(C)(C)C)(C)C.[OH-].[Na+]. Product: [OH:9][C@H:10]1[C:19](=[O:20])[C:18]2[CH:17]=[CH:16][N:15]3[CH:21]=[C:22]([CH3:24])[N:23]=[C:14]3[C:13]=2[NH:12][C@@H:11]1[C:25]1[CH:26]=[CH:27][CH:28]=[CH:29][CH:30]=1. The catalyst class is: 5. (2) Reactant: [H-].[Na+].[C:3]1([OH:9])[CH:8]=[CH:7][CH:6]=[CH:5][CH:4]=1.[H][H].Cl[C:13]1[C:18]([N+:19]([O-:21])=[O:20])=[C:17]([NH:22][CH2:23][CH2:24][O:25][C:26]2[CH:31]=[CH:30][CH:29]=[CH:28][CH:27]=2)[C:16]([CH3:32])=[C:15]([CH3:33])[N:14]=1. Product: [CH3:33][C:15]1[C:16]([CH3:32])=[C:17]([NH:22][CH2:23][CH2:24][O:25][C:26]2[CH:31]=[CH:30][CH:29]=[CH:28][CH:27]=2)[C:18]([N+:19]([O-:21])=[O:20])=[C:13]([O:9][C:3]2[CH:8]=[CH:7][CH:6]=[CH:5][CH:4]=2)[N:14]=1. The catalyst class is: 270. (3) Reactant: [Cl:1][C:2]1[CH:3]=[N:4][C:5]2[C:10]([C:11]=1[CH:12]([OH:25])[CH2:13][CH2:14][C:15]1([C:21](OC)=[O:22])[CH2:20][CH2:19][NH:18][CH2:17][CH2:16]1)=[CH:9][C:8]([O:26][CH3:27])=[CH:7][CH:6]=2.Br[CH2:29][CH2:30][O:31][C:32]1[CH:37]=[C:36]([F:38])[CH:35]=[C:34]([F:39])[CH:33]=1.C(=O)([O-])[O-].[K+].[K+]. Product: [Cl:1][C:2]1[CH:3]=[N:4][C:5]2[C:10]([C:11]=1[CH:12]1[CH2:13][CH2:14][C:15]3([CH2:20][CH2:19][N:18]([CH2:29][CH2:30][O:31][C:32]4[CH:33]=[C:34]([F:39])[CH:35]=[C:36]([F:38])[CH:37]=4)[CH2:17][CH2:16]3)[C:21](=[O:22])[O:25]1)=[CH:9][C:8]([O:26][CH3:27])=[CH:7][CH:6]=2. The catalyst class is: 10. (4) Reactant: Cl.[NH2:2][CH2:3][C:4]1[CH:12]=[CH:11][CH:10]=[C:9]2[C:5]=1[C:6](=[O:22])[N:7]([CH:14]1[CH2:19][CH2:18][C:17](=[O:20])[NH:16][C:15]1=[O:21])[C:8]2=[O:13].C(N(CC)CC)C.[CH3:30][O:31][C:32]1[CH:33]=[C:34]([N:38]=[C:39]=[O:40])[CH:35]=[CH:36][CH:37]=1. Product: [O:21]=[C:15]1[CH:14]([N:7]2[C:6](=[O:22])[C:5]3[C:9](=[CH:10][CH:11]=[CH:12][C:4]=3[CH2:3][NH:2][C:39]([NH:38][C:34]3[CH:35]=[CH:36][CH:37]=[C:32]([O:31][CH3:30])[CH:33]=3)=[O:40])[C:8]2=[O:13])[CH2:19][CH2:18][C:17](=[O:20])[NH:16]1. The catalyst class is: 1. (5) Reactant: [Cl:1][C:2]1[CH:7]=[CH:6][CH:5]=[C:4]([Cl:8])[C:3]=1[CH2:9][S:10]([C:13]1[CH:14]=[C:15]2[C:19](=[CH:20][CH:21]=1)[NH:18][C:17](=[O:22])[CH2:16]2)(=[O:12])=[O:11].[CH3:23][C@H:24]1[NH:29][C@@H:28]([CH3:30])[CH2:27][N:26]([CH2:31][C:32]2[C:33]([CH3:40])=[C:34]([CH:38]=O)[NH:35][C:36]=2[CH3:37])[CH2:25]1. Product: [Cl:8][C:4]1[CH:5]=[CH:6][CH:7]=[C:2]([Cl:1])[C:3]=1[CH2:9][S:10]([C:13]1[CH:14]=[C:15]2[C:19](=[CH:20][CH:21]=1)[NH:18][C:17](=[O:22])/[C:16]/2=[CH:38]\[C:34]1[NH:35][C:36]([CH3:37])=[C:32]([CH2:31][N:26]2[CH2:25][C@H:24]([CH3:23])[NH:29][C@H:28]([CH3:30])[CH2:27]2)[C:33]=1[CH3:40])(=[O:12])=[O:11]. The catalyst class is: 360.